Task: Predict the product of the given reaction.. Dataset: Forward reaction prediction with 1.9M reactions from USPTO patents (1976-2016) (1) Given the reactants [F:1][C:2]([F:14])([F:13])[C:3]1[CH:4]=[C:5]2[C:10](=[CH:11][CH:12]=1)[O:9][CH2:8][CH:7]=[CH:6]2.C(OC1C=CC(C(F)(F)F)=CC=1)C#C.CC1(C)C=[C:38]([C:40]([O:42][CH2:43][CH3:44])=[O:41])C2C(=CC=C(C(F)(F)F)C=2)O1.[N+](=CC(OCC)=O)=[N-], predict the reaction product. The product is: [F:14][C:2]([F:1])([F:13])[C:3]1[CH:12]=[CH:11][C:10]2[O:9][CH2:8][CH:7]3[CH:38]([C:40]([O:42][CH2:43][CH3:44])=[O:41])[CH:6]3[C:5]=2[CH:4]=1. (2) Given the reactants [CH2:1]([C:5]1[N:10]2[N:11]=[CH:12][CH:13]=[C:9]2[N:8]([C@H:14]2[CH2:19][CH2:18][C@H:17]([OH:20])[CH2:16][CH2:15]2)[C:7](=[O:21])[C:6]=1[CH2:22][C:23]1[CH:28]=[CH:27][C:26]([C:29]2[C:30]([C:35]#[N:36])=[CH:31][CH:32]=[CH:33][CH:34]=2)=[CH:25][CH:24]=1)[CH2:2][CH2:3][CH3:4].[N+](=[CH:39][C:40]([O:42][CH2:43][CH3:44])=[O:41])=[N-].C(OCC)(=O)C.O, predict the reaction product. The product is: [CH2:1]([C:5]1[N:10]2[N:11]=[CH:12][CH:13]=[C:9]2[N:8]([C@H:14]2[CH2:19][CH2:18][C@H:17]([O:20][CH2:39][C:40]([O:42][CH2:43][CH3:44])=[O:41])[CH2:16][CH2:15]2)[C:7](=[O:21])[C:6]=1[CH2:22][C:23]1[CH:24]=[CH:25][C:26]([C:29]2[CH:34]=[CH:33][CH:32]=[CH:31][C:30]=2[C:35]#[N:36])=[CH:27][CH:28]=1)[CH2:2][CH2:3][CH3:4]. (3) Given the reactants I[C:2]1[CH:7]=[CH:6][C:5]([CH2:8][CH:9]([NH:11][C:12](=[O:14])[CH3:13])[CH3:10])=[CH:4][CH:3]=1.[CH3:15][O:16][C:17]1[CH:18]=[C:19]([C:25]#[CH:26])[CH:20]=[CH:21][C:22]=1[O:23][CH3:24].C([O-])([O-])=O.[Cs+].[Cs+].C([O-])(O)=O.[Na+], predict the reaction product. The product is: [CH3:15][O:16][C:17]1[CH:18]=[C:19]([C:25]#[C:26][C:2]2[CH:7]=[CH:6][C:5]([CH2:8][CH:9]([NH:11][C:12](=[O:14])[CH3:13])[CH3:10])=[CH:4][CH:3]=2)[CH:20]=[CH:21][C:22]=1[O:23][CH3:24]. (4) Given the reactants CC1(C)[O:6][C@@H:5]([CH2:7][CH2:8][NH:9][C:10]([CH:12]2[CH:16]([C:17]3[CH:22]=[CH:21][CH:20]=[C:19]([Cl:23])[C:18]=3[F:24])[C:15]([C:27]3[N:32]=[CH:31][C:30]([Br:33])=[CH:29][N:28]=3)([C:25]#[N:26])[CH:14]([CH2:34][C:35]([CH3:38])([CH3:37])[CH3:36])[NH:13]2)=[O:11])[CH2:4][O:3]1.Cl, predict the reaction product. The product is: [OH:6][C@H:5]([CH2:4][OH:3])[CH2:7][CH2:8][NH:9][C:10]([CH:12]1[CH:16]([C:17]2[CH:22]=[CH:21][CH:20]=[C:19]([Cl:23])[C:18]=2[F:24])[C:15]([C:27]2[N:32]=[CH:31][C:30]([Br:33])=[CH:29][N:28]=2)([C:25]#[N:26])[CH:14]([CH2:34][C:35]([CH3:36])([CH3:38])[CH3:37])[NH:13]1)=[O:11]. (5) Given the reactants Br[C:2]1[N:3]=[C:4]([CH2:7][N:8]2[CH2:13][CH2:12][O:11][CH2:10][CH2:9]2)[S:5][CH:6]=1.C(N(CC)CC)C.[CH3:21][C:22]1([CH3:31])[C:26]([CH3:28])([CH3:27])[O:25][B:24]([CH:29]=[CH2:30])[O:23]1.C(OCC)(=O)C, predict the reaction product. The product is: [CH3:27][C:26]1([CH3:28])[C:22]([CH3:31])([CH3:21])[O:23][B:24](/[CH:29]=[CH:30]/[C:2]2[N:3]=[C:4]([CH2:7][N:8]3[CH2:13][CH2:12][O:11][CH2:10][CH2:9]3)[S:5][CH:6]=2)[O:25]1.